This data is from Reaction yield outcomes from USPTO patents with 853,638 reactions. The task is: Predict the reaction yield, written as a fraction of the theoretical maximum amount of product (1.0 means a 100% yield; for example, 0.34 means a 34% yield). (1) The reactants are [CH2:1]([N:8]1[C:13](=[O:14])[C:12]2=[CH:15][CH:16]=[CH:17][N:11]2[N:10]=[C:9]1[CH:18]([NH:21][CH2:22][CH2:23][CH2:24][CH3:25])[CH2:19][CH3:20])[C:2]1[CH:7]=[CH:6][CH:5]=[CH:4][CH:3]=1.[Cl:26][C:27]1[CH:32]=[CH:31][C:30]([S:33](Cl)(=[O:35])=[O:34])=[CH:29][CH:28]=1.CCN(CC)CC. The catalyst is C(Cl)(Cl)Cl. The product is [CH2:1]([N:8]1[C:13](=[O:14])[C:12]2=[CH:15][CH:16]=[CH:17][N:11]2[N:10]=[C:9]1[CH:18]([N:21]([CH2:22][CH2:23][CH2:24][CH3:25])[S:33]([C:30]1[CH:31]=[CH:32][C:27]([Cl:26])=[CH:28][CH:29]=1)(=[O:35])=[O:34])[CH2:19][CH3:20])[C:2]1[CH:3]=[CH:4][CH:5]=[CH:6][CH:7]=1. The yield is 0.0700. (2) The reactants are [CH3:1][C:2]([N:6]1[CH2:11][CH2:10][CH:9]([S:12]([C:14]2[CH:15]=[CH:16][C:17]3[O:23][CH2:22][CH2:21][N:20]4[CH:24]=[C:25]([C:27]5[CH:32]=[CH:31][CH:30]=[CH:29][N:28]=5)[N:26]=[C:19]4[C:18]=3[CH:33]=2)=[O:13])[CH2:8][CH2:7]1)([CH3:5])[CH2:3][OH:4].C(O)(C(F)(F)F)=[O:35].C1C=C(Cl)C=C(C(OO)=O)C=1. The catalyst is C(Cl)Cl. The product is [CH3:5][C:2]([N:6]1[CH2:7][CH2:8][CH:9]([S:12]([C:14]2[CH:15]=[CH:16][C:17]3[O:23][CH2:22][CH2:21][N:20]4[CH:24]=[C:25]([C:27]5[CH:32]=[CH:31][CH:30]=[CH:29][N:28]=5)[N:26]=[C:19]4[C:18]=3[CH:33]=2)(=[O:35])=[O:13])[CH2:10][CH2:11]1)([CH3:1])[CH2:3][OH:4]. The yield is 0.470. (3) The reactants are [Cl:1][C:2]1[N:10]=[C:9]2[C:5]([NH:6][CH:7]=[N:8]2)=[C:4]([Cl:11])[N:3]=1.C(=O)([O-])[O-].[K+].[K+].[F:18][C:19]1[CH:26]=[CH:25][CH:24]=[C:23]([F:27])[C:20]=1[CH2:21]Br. The catalyst is CS(C)=O. The product is [Cl:1][C:2]1[N:10]=[C:9]2[C:5]([N:6]=[CH:7][N:8]2[CH2:21][C:20]2[C:19]([F:18])=[CH:26][CH:25]=[CH:24][C:23]=2[F:27])=[C:4]([Cl:11])[N:3]=1. The yield is 0.610. (4) The reactants are [OH:1][CH2:2][CH2:3][C:4]1[N:13]=[C:12]2[C:7]([CH2:8][CH2:9][CH2:10][N:11]2[C:14]([O:16][C:17]([CH3:20])([CH3:19])[CH3:18])=[O:15])=[C:6]([CH3:21])[CH:5]=1.C1(P(C2C=CC=CC=2)C2C=CC=CC=2)C=CC=CC=1.[Cl:41][C:42]1[CH:63]=[CH:62][CH:61]=[C:60]([Cl:64])[C:43]=1[C:44]([NH:46][C@H:47]([C:56]([O:58][CH3:59])=[O:57])[CH2:48][C:49]1[CH:54]=[CH:53][C:52](O)=[CH:51][CH:50]=1)=[O:45].C1CCN(C(N=NC(N2CCCCC2)=O)=O)CC1. The catalyst is C(Cl)Cl. The product is [Cl:41][C:42]1[CH:63]=[CH:62][CH:61]=[C:60]([Cl:64])[C:43]=1[C:44]([NH:46][C@H:47]([C:56]([O:58][CH3:59])=[O:57])[CH2:48][C:49]1[CH:50]=[CH:51][C:52]([O:1][CH2:2][CH2:3][C:4]2[N:13]=[C:12]3[C:7]([CH2:8][CH2:9][CH2:10][N:11]3[C:14]([O:16][C:17]([CH3:18])([CH3:20])[CH3:19])=[O:15])=[C:6]([CH3:21])[CH:5]=2)=[CH:53][CH:54]=1)=[O:45]. The yield is 0.610. (5) The reactants are C([O:4][CH2:5][CH2:6][C:7]1[CH:59]=[CH:58][C:10]([CH2:11][C:12]2[CH:13]=[C:14]([C@H:19]3[C@H:24]([O:25][CH2:26][C:27]4[CH:32]=[CH:31][CH:30]=[CH:29][CH:28]=4)[C@@H:23]([O:33][CH2:34][C:35]4[CH:40]=[CH:39][CH:38]=[CH:37][CH:36]=4)[C@H:22]([O:41][CH2:42][C:43]4[CH:48]=[CH:47][CH:46]=[CH:45][CH:44]=4)[C@@H:21]([CH2:49][O:50][CH2:51][C:52]4[CH:57]=[CH:56][CH:55]=[CH:54][CH:53]=4)[O:20]3)[CH:15]=[CH:16][C:17]=2[Cl:18])=[CH:9][CH:8]=1)C=C.C([O-])(=O)C.[Na+]. The catalyst is C(O)(=O)C.[Pd](Cl)Cl. The product is [Cl:18][C:17]1[CH:16]=[CH:15][C:14]([C@H:19]2[C@H:24]([O:25][CH2:26][C:27]3[CH:32]=[CH:31][CH:30]=[CH:29][CH:28]=3)[C@@H:23]([O:33][CH2:34][C:35]3[CH:40]=[CH:39][CH:38]=[CH:37][CH:36]=3)[C@H:22]([O:41][CH2:42][C:43]3[CH:44]=[CH:45][CH:46]=[CH:47][CH:48]=3)[C@@H:21]([CH2:49][O:50][CH2:51][C:52]3[CH:53]=[CH:54][CH:55]=[CH:56][CH:57]=3)[O:20]2)=[CH:13][C:12]=1[CH2:11][C:10]1[CH:9]=[CH:8][C:7]([CH2:6][CH2:5][OH:4])=[CH:59][CH:58]=1. The yield is 0.420. (6) The reactants are [OH:1][C:2]1[NH:7][C:6](=[O:8])[N:5]([CH2:9][C:10]2[CH:15]=[CH:14][CH:13]=[CH:12][CH:11]=2)[C:4](=[O:16])[C:3]=1[C:17]([NH:19][CH2:20][C:21]([O:23]CC)=[O:22])=[O:18].[F:26][C:27]([F:37])([F:36])[C:28]1[CH:35]=[CH:34][C:31]([CH2:32]Br)=[CH:30][CH:29]=1.C(=O)([O-])[O-].[Na+].[Na+].Cl. The catalyst is CN(C)C=O. The product is [OH:1][C:2]1[N:7]([CH2:32][C:31]2[CH:34]=[CH:35][C:28]([C:27]([F:37])([F:36])[F:26])=[CH:29][CH:30]=2)[C:6](=[O:8])[N:5]([CH2:9][C:10]2[CH:15]=[CH:14][CH:13]=[CH:12][CH:11]=2)[C:4](=[O:16])[C:3]=1[C:17]([NH:19][CH2:20][C:21]([OH:23])=[O:22])=[O:18]. The yield is 0.300. (7) The reactants are [F:1][C:2]1[C:3]([C:11]#[N:12])=[CH:4][C:5]2[NH:9][CH:8]=[N:7][C:6]=2[CH:10]=1.[CH2:13]1[CH2:18][O:17][CH:16]=[CH:15][CH2:14]1.CC1C=CC(S(O)(=O)=O)=CC=1. The catalyst is C1COCC1. The product is [F:1][C:2]1[C:3]([C:11]#[N:12])=[CH:4][C:5]2[N:9]([CH:16]3[CH2:15][CH2:14][CH2:13][CH2:18][O:17]3)[CH:8]=[N:7][C:6]=2[CH:10]=1. The yield is 0.738.